Dataset: Peptide-MHC class I binding affinity with 185,985 pairs from IEDB/IMGT. Task: Regression. Given a peptide amino acid sequence and an MHC pseudo amino acid sequence, predict their binding affinity value. This is MHC class I binding data. (1) The peptide sequence is TEANAGQFL. The MHC is HLA-B27:03 with pseudo-sequence HLA-B27:03. The binding affinity (normalized) is 0.0847. (2) The peptide sequence is LPHQPLATY. The MHC is HLA-A69:01 with pseudo-sequence HLA-A69:01. The binding affinity (normalized) is 0.0847. (3) The peptide sequence is GTIIVHPNK. The MHC is HLA-B15:17 with pseudo-sequence HLA-B15:17. The binding affinity (normalized) is 0.0847. (4) The MHC is HLA-B27:05 with pseudo-sequence HLA-B27:05. The peptide sequence is KKPRNFPMA. The binding affinity (normalized) is 0.377. (5) The peptide sequence is YMGLVKKAK. The MHC is HLA-B35:01 with pseudo-sequence HLA-B35:01. The binding affinity (normalized) is 0.0847. (6) The peptide sequence is EFTSFFYRY. The MHC is HLA-B57:01 with pseudo-sequence HLA-B57:01. The binding affinity (normalized) is 0.0847. (7) The peptide sequence is SIIQEKLGY. The MHC is HLA-A11:01 with pseudo-sequence HLA-A11:01. The binding affinity (normalized) is 0.543. (8) The peptide sequence is ATDADTICI. The MHC is Mamu-A02 with pseudo-sequence Mamu-A02. The binding affinity (normalized) is 0.219.